Task: Binary Classification. Given a drug SMILES string, predict its activity (active/inactive) in a high-throughput screening assay against a specified biological target.. Dataset: Cav3 T-type calcium channel HTS with 100,875 compounds The compound is O1c2c(C(C3CCC=CC3)C(=C1N)C#N)ccc(N)c2. The result is 0 (inactive).